Dataset: Catalyst prediction with 721,799 reactions and 888 catalyst types from USPTO. Task: Predict which catalyst facilitates the given reaction. (1) Reactant: [NH2:1][CH2:2][CH2:3][CH2:4][CH2:5][C@H:6]([NH:22][C:23](=[O:29])[O:24][C:25]([CH3:28])([CH3:27])[CH3:26])[C:7]1[NH:8][C:9]([C:12]2[CH:21]=[CH:20][C:19]3[C:14](=[CH:15][CH:16]=[CH:17][CH:18]=3)[CH:13]=2)=[CH:10][N:11]=1.[CH3:30][N:31]=[C:32]=[O:33].C([O-])(O)=O.[Na+]. Product: [CH3:30][NH:31][C:32]([NH:1][CH2:2][CH2:3][CH2:4][CH2:5][C@H:6]([NH:22][C:23](=[O:29])[O:24][C:25]([CH3:26])([CH3:28])[CH3:27])[C:7]1[NH:8][C:9]([C:12]2[CH:21]=[CH:20][C:19]3[C:14](=[CH:15][CH:16]=[CH:17][CH:18]=3)[CH:13]=2)=[CH:10][N:11]=1)=[O:33]. The catalyst class is: 59. (2) Reactant: CN(C(ON1N=NC2C=CC=NC1=2)=[N+](C)C)C.F[P-](F)(F)(F)(F)F.[CH:25]1([O:31][NH2:32])[CH2:30][CH2:29][CH2:28][CH2:27][CH2:26]1.CCN(C(C)C)C(C)C.[NH2:42][C:43]1[C:44]([C:49](O)=[O:50])=[N:45][CH:46]=[CH:47][CH:48]=1. Product: [NH2:42][C:43]1[C:44]([C:49]([NH:32][O:31][CH:25]2[CH2:30][CH2:29][CH2:28][CH2:27][CH2:26]2)=[O:50])=[N:45][CH:46]=[CH:47][CH:48]=1. The catalyst class is: 31. (3) Reactant: [C:1]([O:5][C:6]([N:8]1[CH2:13][CH2:12][CH2:11][CH:10]([C:14]([OH:16])=O)[CH2:9]1)=[O:7])([CH3:4])([CH3:3])[CH3:2].[Cl:17][C:18]1[CH:24]=[CH:23][C:21]([NH2:22])=[CH:20][CH:19]=1.Cl.C(N=C=NCCCN(C)C)C.C(N(C(C)C)CC)(C)C.Cl. Product: [Cl:17][C:18]1[CH:24]=[CH:23][C:21]([NH:22][C:14]([CH:10]2[CH2:11][CH2:12][CH2:13][N:8]([C:6]([O:5][C:1]([CH3:2])([CH3:3])[CH3:4])=[O:7])[CH2:9]2)=[O:16])=[CH:20][CH:19]=1. The catalyst class is: 4. (4) Reactant: [CH3:1][Si:2]([CH3:7])([CH3:6])[CH2:3][CH2:4][SH:5].CC1(C)C2C(=C(P(C3C=CC=CC=3)C3C=CC=CC=3)C=CC=2)OC2C(P(C3C=CC=CC=3)C3C=CC=CC=3)=CC=CC1=2.CCN(C(C)C)C(C)C.[C:59]([O:63][C:64]([N:66]1[CH2:70][CH2:69][C@@H:68]([C:71]2[CH:76]=[CH:75][C:74](Br)=[CH:73][CH:72]=2)[CH2:67]1)=[O:65])([CH3:62])([CH3:61])[CH3:60].OS([O-])(=O)=O.[K+].[O-]S([O-])(=O)=O.[Na+].[Na+]. Product: [C:59]([O:63][C:64]([N:66]1[CH2:70][CH2:69][C@@H:68]([C:71]2[CH:76]=[CH:75][C:74]([S:5][CH2:4][CH2:3][Si:2]([CH3:7])([CH3:6])[CH3:1])=[CH:73][CH:72]=2)[CH2:67]1)=[O:65])([CH3:62])([CH3:60])[CH3:61]. The catalyst class is: 62. (5) Reactant: C([O:3][C:4](=[O:19])[C:5]([CH3:18])([O:7][C:8]1[CH:13]=[CH:12][CH:11]=[CH:10][C:9]=1[S:14]([CH3:17])(=[O:16])=[O:15])[CH3:6])C.[OH-].[Na+].O. Product: [CH3:18][C:5]([O:7][C:8]1[CH:13]=[CH:12][CH:11]=[CH:10][C:9]=1[S:14]([CH3:17])(=[O:16])=[O:15])([CH3:6])[C:4]([OH:19])=[O:3]. The catalyst class is: 5. (6) Reactant: [CH3:1][N:2]1[C:7](=[O:8])[CH:6]=[CH:5][NH:4][C:3]1=O.F[P-](F)(F)(F)(F)F.N1(O[P+](N(C)C)(N(C)C)N(C)C)C2C=CC=CC=2N=N1.Cl.[OH:38][C@@H:39]1[CH2:43][CH2:42][CH2:41][C@H:40]1[NH2:44].C1CCN2C(=NCCC2)CC1. Product: [OH:38][C@@H:39]1[CH2:43][CH2:42][CH2:41][C@H:40]1[NH:44][C:3]1[N:2]([CH3:1])[C:7](=[O:8])[CH:6]=[CH:5][N:4]=1. The catalyst class is: 3. (7) Reactant: [N:1]([CH2:4][C:5]1[CH:6]=[N:7][C:8]([CH3:11])=[N:9][CH:10]=1)=[N+]=[N-]. Product: [CH3:11][C:8]1[N:9]=[CH:10][C:5]([CH2:4][NH2:1])=[CH:6][N:7]=1. The catalyst class is: 78. (8) Reactant: [NH2:1][C:2]1[C:3]([C:14]([OH:16])=O)=[N:4][C:5]([O:12][CH3:13])=[C:6]([C:8]([F:11])([F:10])[F:9])[CH:7]=1.Cl.[NH2:18][CH2:19][C@:20]([CH3:26])([OH:25])[C:21]([F:24])([F:23])[F:22].CN(C(ON1N=NC2C=CC=NC1=2)=[N+](C)C)C.F[P-](F)(F)(F)(F)F.CCN(C(C)C)C(C)C. Product: [F:22][C:21]([F:24])([F:23])[C@:20]([OH:25])([CH3:26])[CH2:19][NH:18][C:14]([C:3]1[C:2]([NH2:1])=[CH:7][C:6]([C:8]([F:9])([F:10])[F:11])=[C:5]([O:12][CH3:13])[N:4]=1)=[O:16]. The catalyst class is: 296. (9) Reactant: [CH3:1][N:2]1[CH2:7][CH2:6][N:5]([C:8]2[O:9][CH2:10][C:11](=[O:18])[C:12]=2[C:13]([O:15][CH2:16][CH3:17])=[O:14])[CH2:4][CH2:3]1.[NH:19]1[C:27]2[C:22](=[CH:23][CH:24]=[CH:25][N:26]=2)[C:21]([CH:28]=O)=[CH:20]1.CO.[ClH:32]. Product: [ClH:32].[NH:19]1[C:27]2=[N:26][CH:25]=[CH:24][CH:23]=[C:22]2[C:21]([CH:28]=[C:10]2[O:9][C:8]([N:5]3[CH2:6][CH2:7][N:2]([CH3:1])[CH2:3][CH2:4]3)=[C:12]([C:13]([O:15][CH2:16][CH3:17])=[O:14])[C:11]2=[O:18])=[CH:20]1. The catalyst class is: 8.